From a dataset of Catalyst prediction with 721,799 reactions and 888 catalyst types from USPTO. Predict which catalyst facilitates the given reaction. (1) Reactant: [H-].[Na+].[C:3]([O:9]CC)(=O)[CH2:4][C:5]([CH3:7])=O.[Cl:12][C:13]1[N:22]=C(Cl)C2[C:15](=[CH:16][CH:17]=[CH:18][CH:19]=2)[N:14]=1.[NH4+:24].[OH-]. Product: [Cl:12][C:13]1[N:22]=[C:5]([CH2:4][C:3]([NH2:24])=[O:9])[C:7]2[C:15](=[CH:16][CH:17]=[CH:18][CH:19]=2)[N:14]=1. The catalyst class is: 242. (2) Product: [NH2:28][C:7]1[C:8]([NH:20][C:21]2[CH:26]=[CH:25][CH:24]=[C:23]([OH:27])[CH:22]=2)=[N:9][C:10]([NH:12][C:13]2[CH:18]=[CH:17][CH:16]=[C:15]([OH:19])[CH:14]=2)=[N:11][C:6]=1[C:4]([O:3][CH2:1][CH3:2])=[O:5]. The catalyst class is: 29. Reactant: [CH2:1]([O:3][C:4]([C:6]1[N:11]=[C:10]([NH:12][C:13]2[CH:18]=[CH:17][CH:16]=[C:15]([OH:19])[CH:14]=2)[N:9]=[C:8]([NH:20][C:21]2[CH:26]=[CH:25][CH:24]=[C:23]([OH:27])[CH:22]=2)[C:7]=1[N+:28]([O-])=O)=[O:5])[CH3:2].